This data is from Full USPTO retrosynthesis dataset with 1.9M reactions from patents (1976-2016). The task is: Predict the reactants needed to synthesize the given product. (1) Given the product [CH2:1]([O:3][C:4]([C:6]1([CH2:10][NH:11][C:21](=[O:22])[CH2:28][C:27]([O:30][CH3:31])=[O:29])[CH2:9][CH2:8][CH2:7]1)=[O:5])[CH3:2], predict the reactants needed to synthesize it. The reactants are: [CH2:1]([O:3][C:4]([C:6]1([CH2:10][NH2:11])[CH2:9][CH2:8][CH2:7]1)=[O:5])[CH3:2].C(N(CC)CC)C.CC(C(Cl)=O)[C:21](Cl)=[O:22].[C:27]([O:30][CH2:31]C)(=[O:29])[CH3:28]. (2) Given the product [N:18]1([C:15]2[S:14][C:13]([C:11]([OH:12])=[O:1])=[CH:17][CH:16]=2)[CH2:23][CH2:22][CH2:21][CH2:20]1, predict the reactants needed to synthesize it. The reactants are: [OH-:1].[Li+].NC1C=CC=CC=1N[C:11]([C:13]1[S:14][C:15]([N:18]2[CH2:23][CH2:22][CH2:21][CH2:20]C2)=[CH:16][CH:17]=1)=[O:12]. (3) Given the product [C:56]([C:49]1[CH:50]=[CH:45][C:46]([NH:42][C:7]2[N:6]=[C:5]([NH:4][CH2:1][CH2:2][CH3:3])[C:10]([C:11]([NH:13][CH2:34][CH2:35][CH2:36][NH:37][C:24](=[O:26])[C@@H:22]([N:21]([CH3:27])[C:14](=[O:15])[O:16][C:17]([CH3:18])([CH3:19])[CH3:20])[CH3:23])=[O:12])=[CH:9][N:8]=2)=[CH:47][CH:48]=1)(=[O:40])[NH2:53], predict the reactants needed to synthesize it. The reactants are: [CH2:1]([NH:4][C:5]1[C:10]([C:11]([NH2:13])=[O:12])=[CH:9][N:8]=[CH:7][N:6]=1)[CH2:2][CH3:3].[C:14]([N:21]([CH3:27])[C@H:22]([C:24]([OH:26])=O)[CH3:23])([O:16][C:17]([CH3:20])([CH3:19])[CH3:18])=[O:15].Cl.C(N=C=N[CH2:34][CH2:35][CH2:36][N:37](C)C)C.[OH2:40].O[N:42]1[C:46]2[CH:47]=[CH:48][CH:49]=[CH:50][C:45]=2N=N1.C([N:53]([CH2:56]C)CC)C.